From a dataset of Forward reaction prediction with 1.9M reactions from USPTO patents (1976-2016). Predict the product of the given reaction. (1) Given the reactants [NH:1]1[C:5]2[CH:6]=[CH:7][CH:8]=[CH:9][C:4]=2[N:3]=[C:2]1[CH2:10][N:11]1[C@H:24]2[C@@H:15]([CH2:16][CH2:17][C:18]3[C:23]2=[N:22][CH:21]=[CH:20][CH:19]=3)[CH2:14][CH2:13][CH2:12]1.C(=O)([O-])[O-].[K+].[K+].Cl.Cl[CH2:33][C:34]1[N:35]([CH2:39][C:40]2[CH:45]=[CH:44][CH:43]=[CH:42][CH:41]=2)[CH:36]=[CH:37][N:38]=1.[I-].[K+], predict the reaction product. The product is: [C:40]1([CH2:39][N:35]2[CH:36]=[CH:37][N:38]=[C:34]2[CH2:33][N:1]2[C:5]3[CH:6]=[CH:7][CH:8]=[CH:9][C:4]=3[N:3]=[C:2]2[CH2:10][N:11]2[C@H:24]3[C@@H:15]([CH2:16][CH2:17][C:18]4[C:23]3=[N:22][CH:21]=[CH:20][CH:19]=4)[CH2:14][CH2:13][CH2:12]2)[CH:41]=[CH:42][CH:43]=[CH:44][CH:45]=1. (2) Given the reactants [OH:1][C@H:2]1[CH2:42][N:5]2[C:6](=[O:41])[C@@H:7]([NH:33][C:34](=[O:40])[O:35][C:36]([CH3:39])([CH3:38])[CH3:37])[C@H:8]([CH3:32])[CH2:9][CH:10]([CH3:31])[CH2:11][CH2:12][CH:13]=[CH:14][C@@H:15]3[CH2:20][C@@:16]3([C:21](=[O:30])[NH:22][S:23]([C:26]3([CH3:29])[CH2:28][CH2:27]3)(=[O:25])=[O:24])[NH:17][C:18](=[O:19])[C@@H:4]2[CH2:3]1.Cl[C:44]1[C:53]2[C:48](=[CH:49][C:50]([O:54][CH3:55])=[CH:51][CH:52]=2)[CH:47]=[C:46]([N:56]([CH3:58])[CH3:57])[N:45]=1.CC(C)([O-])C.[K+], predict the reaction product. The product is: [CH3:57][N:56]([CH3:58])[C:46]1[N:45]=[C:44]([O:1][C@H:2]2[CH2:42][N:5]3[C:6](=[O:41])[C@@H:7]([NH:33][C:34](=[O:40])[O:35][C:36]([CH3:39])([CH3:38])[CH3:37])[C@H:8]([CH3:32])[CH2:9][CH:10]([CH3:31])[CH2:11][CH2:12][CH:13]=[CH:14][C@@H:15]4[CH2:20][C@@:16]4([C:21](=[O:30])[NH:22][S:23]([C:26]4([CH3:29])[CH2:28][CH2:27]4)(=[O:24])=[O:25])[NH:17][C:18](=[O:19])[C@@H:4]3[CH2:3]2)[C:53]2[C:48]([CH:47]=1)=[CH:49][C:50]([O:54][CH3:55])=[CH:51][CH:52]=2. (3) Given the reactants [NH:1]1[C:9]2[C:4](=[CH:5][CH:6]=[CH:7][CH:8]=2)[C:3]([CH:10]=[O:11])=[CH:2]1.[OH-].[K+].[C:14]1([S:20](Cl)(=[O:22])=[O:21])[CH:19]=[CH:18][CH:17]=[CH:16][CH:15]=1, predict the reaction product. The product is: [C:14]1([S:20]([N:1]2[C:9]3[C:4](=[CH:5][CH:6]=[CH:7][CH:8]=3)[C:3]([CH:10]=[O:11])=[CH:2]2)(=[O:22])=[O:21])[CH:19]=[CH:18][CH:17]=[CH:16][CH:15]=1. (4) The product is: [C:1]1([C:7]2([C:20]3[CH:25]=[CH:24][CH:23]=[CH:22][CH:21]=3)[O:11][C:10]3[CH:12]=[CH:13][C:14]([S:16]([N:26]4[CH2:31][CH2:30][CH2:29][CH2:28][CH2:27]4)(=[O:18])=[O:17])=[CH:15][C:9]=3[O:8]2)[CH:6]=[CH:5][CH:4]=[CH:3][CH:2]=1. Given the reactants [C:1]1([C:7]2([C:20]3[CH:25]=[CH:24][CH:23]=[CH:22][CH:21]=3)[O:11][C:10]3[CH:12]=[CH:13][C:14]([S:16](Cl)(=[O:18])=[O:17])=[CH:15][C:9]=3[O:8]2)[CH:6]=[CH:5][CH:4]=[CH:3][CH:2]=1.[NH:26]1[CH2:31][CH2:30][CH2:29][CH2:28][CH2:27]1.C(N(C(C)C)C(C)C)C, predict the reaction product. (5) Given the reactants [CH:1]1[C:9]2[C:8]3[CH:10]=[CH:11][CH:12]=[CH:13][C:7]=3[Se:6][C:5]=2[C:4](B2OC(C)(C)C(C)(C)O2)=[CH:3][CH:2]=1.I[C:24]1[CH:29]=[CH:28][CH:27]=[CH:26][CH:25]=1.C([O-])([O-])=O.[K+].[K+], predict the reaction product. The product is: [C:24]1([C:4]2[C:5]3[Se:6][C:7]4[CH:13]=[CH:12][CH:11]=[CH:10][C:8]=4[C:9]=3[CH:1]=[CH:2][CH:3]=2)[CH:29]=[CH:28][CH:27]=[CH:26][CH:25]=1. (6) Given the reactants O=[C:2]1[CH2:7][CH2:6][N:5](C(OC(C)(C)C)=O)[CH2:4][CH2:3]1.Cl.[CH2:16]([O:23][NH2:24])[C:17]1[CH:22]=[CH:21][CH:20]=[CH:19][CH:18]=1.FC(F)(F)C(O)=O, predict the reaction product. The product is: [CH2:16]([O:23][N:24]=[C:2]1[CH2:3][CH2:4][NH:5][CH2:6][CH2:7]1)[C:17]1[CH:22]=[CH:21][CH:20]=[CH:19][CH:18]=1.